From a dataset of NCI-60 drug combinations with 297,098 pairs across 59 cell lines. Regression. Given two drug SMILES strings and cell line genomic features, predict the synergy score measuring deviation from expected non-interaction effect. (1) Drug 1: CC1=CC2C(CCC3(C2CCC3(C(=O)C)OC(=O)C)C)C4(C1=CC(=O)CC4)C. Drug 2: C#CCC(CC1=CN=C2C(=N1)C(=NC(=N2)N)N)C3=CC=C(C=C3)C(=O)NC(CCC(=O)O)C(=O)O. Cell line: MDA-MB-231. Synergy scores: CSS=-11.3, Synergy_ZIP=5.86, Synergy_Bliss=-1.93, Synergy_Loewe=-14.1, Synergy_HSA=-13.1. (2) Drug 1: CC1=C(C=C(C=C1)NC(=O)C2=CC=C(C=C2)CN3CCN(CC3)C)NC4=NC=CC(=N4)C5=CN=CC=C5. Drug 2: C(CN)CNCCSP(=O)(O)O. Cell line: RXF 393. Synergy scores: CSS=8.00, Synergy_ZIP=1.72, Synergy_Bliss=4.76, Synergy_Loewe=3.46, Synergy_HSA=4.35.